From a dataset of Reaction yield outcomes from USPTO patents with 853,638 reactions. Predict the reaction yield, written as a fraction of the theoretical maximum amount of product (1.0 means a 100% yield; for example, 0.34 means a 34% yield). (1) The reactants are [CH3:1][O:2][C:3]([O:9][CH3:10])([CH3:8])[C:4](=[N:6][OH:7])[CH3:5].C([Li])CCC.[CH3:16][Si:17]([CH3:31])([CH3:30])[C:18]#[C:19][CH2:20][O:21][C:22]1[CH:29]=[CH:28][CH:27]=[CH:26][C:23]=1[CH:24]=[O:25].[Cl-].[NH4+]. The catalyst is O1CCCC1. The product is [OH:25][CH:24]([C:23]1[CH:26]=[CH:27][CH:28]=[CH:29][C:22]=1[O:21][CH2:20][C:19]#[C:18][Si:17]([CH3:16])([CH3:31])[CH3:30])[CH2:5][C:4](=[N:6][OH:7])[C:3]([O:9][CH3:10])([O:2][CH3:1])[CH3:8]. The yield is 0.690. (2) The reactants are ClC1C=CC2SC=C(CN3CCN(C4SC(C(O)=O)=C(C)N=4)C3=O)C=2C=1.[F:27][C:28]1[CH:49]=[CH:48][C:31]([CH2:32][N:33]2[CH2:37][CH2:36][N:35]([C:38]3[S:39][C:40]([C:44](O)=[O:45])=[C:41]([CH3:43])[N:42]=3)[C:34]2=[O:47])=[CH:30][CH:29]=1.[CH3:50][N:51]1[CH:55]=[C:54]([CH2:56][NH2:57])[CH:53]=[N:52]1. No catalyst specified. The product is [F:27][C:28]1[CH:29]=[CH:30][C:31]([CH2:32][N:33]2[CH2:37][CH2:36][N:35]([C:38]3[S:39][C:40]([C:44]([NH:57][CH2:56][C:54]4[CH:53]=[N:52][N:51]([CH3:50])[CH:55]=4)=[O:45])=[C:41]([CH3:43])[N:42]=3)[C:34]2=[O:47])=[CH:48][CH:49]=1. The yield is 0.440.